Dataset: Forward reaction prediction with 1.9M reactions from USPTO patents (1976-2016). Task: Predict the product of the given reaction. (1) Given the reactants [CH:1]1([CH2:6][CH:7]([N:11]2[C:16](=[O:17])[CH:15]=[C:14]([O:18][C:19]3[C:24]([F:25])=[CH:23][CH:22]=[CH:21][C:20]=3[F:26])[CH:13]=[N:12]2)[C:8](O)=[O:9])[CH2:5][CH2:4][CH2:3][CH2:2]1.[NH2:27][C:28]1[CH:32]=[CH:31][N:30]([CH2:33][C:34]([CH3:37])([OH:36])[CH3:35])[N:29]=1, predict the reaction product. The product is: [CH:1]1([CH2:6][CH:7]([N:11]2[C:16](=[O:17])[CH:15]=[C:14]([O:18][C:19]3[C:20]([F:26])=[CH:21][CH:22]=[CH:23][C:24]=3[F:25])[CH:13]=[N:12]2)[C:8]([NH:27][C:28]2[CH:32]=[CH:31][N:30]([CH2:33][C:34]([OH:36])([CH3:35])[CH3:37])[N:29]=2)=[O:9])[CH2:2][CH2:3][CH2:4][CH2:5]1. (2) Given the reactants CC1C=C(C2C=CC(OC(F)(F)F)=CC=2)SC=1CO.[F:20][C:21]1[CH:26]=[C:25]([C:27]([F:30])([F:29])[F:28])[CH:24]=[CH:23][C:22]=1[C:31]1[S:35][C:34]([CH2:36][O:37][Si](C(C)C)(C(C)C)C(C)C)=[C:33]([CH3:48])[CH:32]=1, predict the reaction product. The product is: [F:20][C:21]1[CH:26]=[C:25]([C:27]([F:30])([F:29])[F:28])[CH:24]=[CH:23][C:22]=1[C:31]1[S:35][C:34]([CH2:36][OH:37])=[C:33]([CH3:48])[CH:32]=1. (3) The product is: [O:2]1[CH2:6][CH2:5][CH:4]([NH:8][CH:9]2[CH2:13][CH2:12][N:11]([S:14]([C:17]3[C:18]4[C:19]([Cl:1])=[CH:20][N:21]=[CH:22][C:23]=4[CH:24]=[CH:25][CH:26]=3)(=[O:16])=[O:15])[CH2:10]2)[CH2:3]1. Given the reactants [ClH:1].[O:2]1[CH2:6][CH2:5][C:4](=O)[CH2:3]1.[NH2:8][C@H:9]1[CH2:13][CH2:12][N:11]([S:14]([C:17]2[C:18]3[C:19](Br)=[CH:20][N:21]=[CH:22][C:23]=3[CH:24]=[CH:25][CH:26]=2)(=[O:16])=[O:15])[CH2:10]1.C(=O)C1OC=CC=1, predict the reaction product. (4) Given the reactants [CH3:1][C:2]1[CH:3]=[C:4]([CH:17]=[CH:18][CH:19]=1)[CH2:5][C:6]1[NH:7][C:8](=[O:16])[C:9]([C:14]#[N:15])=[C:10](SC)[N:11]=1.[NH:20]1[CH2:25][CH2:24][CH:23]([CH2:26][CH2:27][OH:28])[CH2:22][CH2:21]1, predict the reaction product. The product is: [OH:28][CH2:27][CH2:26][CH:23]1[CH2:24][CH2:25][N:20]([C:10]2[N:11]=[C:6]([CH2:5][C:4]3[CH:17]=[CH:18][CH:19]=[C:2]([CH3:1])[CH:3]=3)[NH:7][C:8](=[O:16])[C:9]=2[C:14]#[N:15])[CH2:21][CH2:22]1. (5) Given the reactants [CH3:1][CH:2]([NH2:9])[C:3]1[CH:8]=[CH:7][CH:6]=[CH:5][CH:4]=1.C([C:12](=O)[C:13]([O-:15])=[O:14])C.[CH2:17]=[CH:18][C:19](=[CH2:21])[CH3:20].F[C:23](F)(F)[C:24](O)=O.B(F)(F)F.C(=O)(O)[O-].[Na+], predict the reaction product. The product is: [C:3]1([CH:2]([N:9]2[CH:12]([C:13]([O:15][CH2:23][CH3:24])=[O:14])[CH2:21][C:19]([CH3:20])=[CH:18][CH2:17]2)[CH3:1])[CH:8]=[CH:7][CH:6]=[CH:5][CH:4]=1. (6) Given the reactants [CH:1]([Mg]Br)=[CH2:2].Br[CH2:6][C:7]1[C:8]([CH3:19])=[N:9][O:10][C:11]=1[C:12]1[CH:17]=[CH:16][C:15]([Br:18])=[CH:14][CH:13]=1, predict the reaction product. The product is: [CH2:6]([C:7]1[C:8]([CH3:19])=[N:9][O:10][C:11]=1[C:12]1[CH:17]=[CH:16][C:15]([Br:18])=[CH:14][CH:13]=1)[CH:1]=[CH2:2]. (7) Given the reactants [Cl:1][C:2]1[C:7]([N:8]2[CH2:13][CH2:12][CH:11]([C:14]3[CH:19]=[CH:18][CH:17]=[CH:16][C:15]=3[C:20]([F:23])([F:22])[F:21])[CH2:10][CH2:9]2)=[CH:6][N:5]=[N:4][C:3]=1[NH:24][NH2:25].C(=O)(O)[O-].[Na+].[CH:31]1([CH2:34][C:35](Cl)=[O:36])[CH2:33][CH2:32]1, predict the reaction product. The product is: [Cl:1][C:2]1[C:7]([N:8]2[CH2:13][CH2:12][CH:11]([C:14]3[CH:19]=[CH:18][CH:17]=[CH:16][C:15]=3[C:20]([F:22])([F:23])[F:21])[CH2:10][CH2:9]2)=[CH:6][N:5]=[N:4][C:3]=1[NH:24][NH:25][C:35](=[O:36])[CH2:34][CH:31]1[CH2:33][CH2:32]1. (8) Given the reactants [C@@H:1]12[CH2:7][C:6](=[CH:8][C:9]([O:11][CH2:12][CH3:13])=[O:10])[C@@H:5]1[CH2:4][CH2:3][CH2:2]2.O.O.O.[F-].C([N+](CCCC)(CCCC)CCCC)CCC.[N+:35]([CH3:38])([O-:37])=[O:36].Cl, predict the reaction product. The product is: [N+:35]([CH2:38][C@:6]1([CH2:8][C:9]([O:11][CH2:12][CH3:13])=[O:10])[CH2:7][C@@H:1]2[C@H:5]1[CH2:4][CH2:3][CH2:2]2)([O-:37])=[O:36]. (9) Given the reactants Cl[C:2]1[N:11]=[C:10]([N:12]2[CH2:17][CH2:16][O:15][CH2:14][CH2:13]2)[C:9]2[C:4](=[CH:5][C:6]([C:18]3[O:19][C:20]([CH3:23])=[CH:21][CH:22]=3)=[CH:7][CH:8]=2)[N:3]=1.[O:24]=[C:25]1[CH2:29][CH2:28][CH2:27][N:26]1[C:30]1[CH:35]=[CH:34][C:33]([NH:36][C:37]([NH:39][C:40]2[CH:45]=[CH:44][C:43](B3OC(C)(C)C(C)(C)O3)=[CH:42][CH:41]=2)=[O:38])=[CH:32][CH:31]=1.C(=O)([O-])[O-].[Cs+].[Cs+].C1(C)C=CC=CC=1, predict the reaction product. The product is: [CH3:23][C:20]1[O:19][C:18]([C:6]2[CH:5]=[C:4]3[C:9]([C:10]([N:12]4[CH2:17][CH2:16][O:15][CH2:14][CH2:13]4)=[N:11][C:2]([C:43]4[CH:44]=[CH:45][C:40]([NH:39][C:37]([NH:36][C:33]5[CH:34]=[CH:35][C:30]([N:26]6[CH2:27][CH2:28][CH2:29][C:25]6=[O:24])=[CH:31][CH:32]=5)=[O:38])=[CH:41][CH:42]=4)=[N:3]3)=[CH:8][CH:7]=2)=[CH:22][CH:21]=1.